This data is from Full USPTO retrosynthesis dataset with 1.9M reactions from patents (1976-2016). The task is: Predict the reactants needed to synthesize the given product. (1) The reactants are: [C:1]1([CH2:7][CH2:8][CH:9]([OH:11])[CH3:10])[CH:6]=[CH:5][CH:4]=[CH:3][CH:2]=1.[C:12]([O:15][C:16]([CH3:18])=[CH2:17])(=[O:14])[CH3:13].[C:19]1([CH2:25]C[C@H](O)C)[CH:24]=[CH:23][CH:22]=[CH:21][CH:20]=1.C([O-])(=O)C. Given the product [C:1]1([CH2:7][CH2:8][C@@H:9]([OH:11])[CH3:10])[CH:6]=[CH:5][CH:4]=[CH:3][CH:2]=1.[C:12]([O:15][C@H:16]([CH3:18])[CH2:17][CH2:25][C:19]1[CH:24]=[CH:23][CH:22]=[CH:21][CH:20]=1)(=[O:14])[CH3:13], predict the reactants needed to synthesize it. (2) Given the product [Cl:22][C:23]1[CH:31]=[CH:30][C:26]([C:27]([NH:13][C:14]2[CH:21]=[CH:20][C:17]([CH2:18][NH:19][C:10]3[C:9]4[C:4](=[CH:5][CH:6]=[CH:7][CH:8]=4)[N:3]=[C:2]([NH:33][CH3:32])[N:11]=3)=[CH:16][CH:15]=2)=[O:28])=[CH:25][N:24]=1, predict the reactants needed to synthesize it. The reactants are: Cl[C:2]1[N:11]=[C:10](Cl)[C:9]2[C:4](=[CH:5][CH:6]=[CH:7][CH:8]=2)[N:3]=1.[NH2:13][C:14]1[CH:21]=[CH:20][C:17]([CH2:18][NH2:19])=[CH:16][CH:15]=1.[Cl:22][C:23]1[CH:31]=[CH:30][C:26]([C:27](Cl)=[O:28])=[CH:25][N:24]=1.[CH3:32][NH2:33]. (3) Given the product [Br:16][C:8]1[C:4]2[N:5]=[CH:6][N:7]=[C:2]([Cl:1])[C:3]=2[NH:10][CH:9]=1, predict the reactants needed to synthesize it. The reactants are: [Cl:1][C:2]1[C:3]2[NH:10][CH:9]=[CH:8][C:4]=2[N:5]=[CH:6][N:7]=1.O1CCCC1.[Br:16]N1C(=O)CCC1=O. (4) Given the product [F:2][C:3]1[CH:4]=[C:5]([C@H:13]([NH:15][C:45]([C:41]2[CH:40]=[C:39]3[C:44](=[CH:43][CH:42]=2)[N:36]([CH2:35][C:32]2[CH:31]=[CH:30][C:29]([C:24]4[C:23]([C:21]([OH:22])=[O:20])=[CH:28][CH:27]=[CH:26][CH:25]=4)=[CH:34][CH:33]=2)[C:37]([CH3:49])=[C:38]3[CH3:48])=[O:46])[CH3:14])[CH:6]=[CH:7][C:8]=1[C:9]([F:11])([F:12])[F:10], predict the reactants needed to synthesize it. The reactants are: Cl.[F:2][C:3]1[CH:4]=[C:5]([C@H:13]([NH2:15])[CH3:14])[CH:6]=[CH:7][C:8]=1[C:9]([F:12])([F:11])[F:10].C([O:20][C:21]([C:23]1[CH:28]=[CH:27][CH:26]=[CH:25][C:24]=1[C:29]1[CH:34]=[CH:33][C:32]([CH2:35][N:36]2[C:44]3[C:39](=[CH:40][C:41]([C:45](O)=[O:46])=[CH:42][CH:43]=3)[C:38]([CH3:48])=[C:37]2[CH3:49])=[CH:31][CH:30]=1)=[O:22])(C)(C)C. (5) Given the product [CH2:1]([N:8]1[CH2:9][CH2:10][N:11]([CH2:14][C:15]2([CH2:21][NH2:22])[CH2:16][CH2:17][CH2:18][CH2:19][CH2:20]2)[CH2:12][CH2:13]1)[C:2]1[CH:3]=[CH:4][CH:5]=[CH:6][CH:7]=1, predict the reactants needed to synthesize it. The reactants are: [CH2:1]([N:8]1[CH2:13][CH2:12][N:11]([CH2:14][C:15]2([C:21]#[N:22])[CH2:20][CH2:19][CH2:18][CH2:17][CH2:16]2)[CH2:10][CH2:9]1)[C:2]1[CH:7]=[CH:6][CH:5]=[CH:4][CH:3]=1.[H-].[H-].[H-].[H-].[Li+].[Al+3]. (6) Given the product [Cl:1][C:2]1[CH:20]=[C:19]([O:21][CH3:22])[C:18]([O:23][CH2:24][C:25]2[C:30]([O:31][CH3:32])=[CH:29][CH:28]=[C:27]([F:33])[C:26]=2[F:34])=[CH:17][C:3]=1[NH:4][C:5]1[C:10]([N+:11]([O-:13])=[O:12])=[C:9]([O:14][CH3:15])[N:8]=[C:7]([O:37][CH2:36][C:35]([O:39][CH2:40][CH3:41])=[O:38])[N:6]=1, predict the reactants needed to synthesize it. The reactants are: [Cl:1][C:2]1[CH:20]=[C:19]([O:21][CH3:22])[C:18]([O:23][CH2:24][C:25]2[C:30]([O:31][CH3:32])=[CH:29][CH:28]=[C:27]([F:33])[C:26]=2[F:34])=[CH:17][C:3]=1[NH:4][C:5]1[C:10]([N+:11]([O-:13])=[O:12])=[C:9]([O:14][CH3:15])[N:8]=[C:7](Cl)[N:6]=1.[C:35]([O:39][CH2:40][CH3:41])(=[O:38])[CH2:36][OH:37].[H-].[Na+].Cl.